This data is from Forward reaction prediction with 1.9M reactions from USPTO patents (1976-2016). The task is: Predict the product of the given reaction. (1) Given the reactants [Cl:1][C:2]1[CH:7]=[C:6]([C:8]([OH:18])(C2C=CSC=2)[C:9]([F:12])([F:11])[F:10])[CH:5]=[C:4]([Cl:19])[C:3]=1[NH:20][C:21]([C:23]1[C:24]([F:41])=[C:25]([NH:29][C:30](=[O:40])[C:31]2[C:36]([F:37])=[CH:35][C:34]([F:38])=[CH:33][C:32]=2[F:39])[CH:26]=[CH:27][CH:28]=1)=[O:22].[S:42]1[CH:46]=[CH:45][C:44]([Mg]I)=[CH:43]1, predict the reaction product. The product is: [Cl:19][C:4]1[CH:5]=[C:6]([C:8]([OH:18])([C:43]2[S:42][CH:46]=[CH:45][CH:44]=2)[C:9]([F:11])([F:10])[F:12])[CH:7]=[C:2]([Cl:1])[C:3]=1[NH:20][C:21]([C:23]1[C:24]([F:41])=[C:25]([NH:29][C:30](=[O:40])[C:31]2[C:36]([F:37])=[CH:35][C:34]([F:38])=[CH:33][C:32]=2[F:39])[CH:26]=[CH:27][CH:28]=1)=[O:22]. (2) Given the reactants [C:1]([C:5]1[N:6]([CH3:24])[C:7](=[O:23])[C:8]2[C:13]([C:14]=1[C:15]1[CH:20]=[CH:19][CH:18]=[CH:17][CH:16]=1)=[CH:12][C:11]([C:21]#[N:22])=[CH:10][CH:9]=2)([CH3:4])([CH3:3])[CH3:2].[OH-:25].[Na+].Cl, predict the reaction product. The product is: [C:1]([C:5]1[N:6]([CH3:24])[C:7](=[O:23])[C:8]2[C:13]([C:14]=1[C:15]1[CH:20]=[CH:19][CH:18]=[CH:17][CH:16]=1)=[CH:12][C:11]([C:21]([NH2:22])=[O:25])=[CH:10][CH:9]=2)([CH3:4])([CH3:2])[CH3:3]. (3) Given the reactants [CH2:1]([C:3]1[N:7]=[C:6]([NH2:8])[S:5][N:4]=1)[CH3:2].C1C(=O)N([Br:16])C(=O)C1.CC(N=NC(C#N)(C)C)(C#N)C, predict the reaction product. The product is: [Br:16][CH:1]([C:3]1[N:7]=[C:6]([NH2:8])[S:5][N:4]=1)[CH3:2]. (4) Given the reactants [CH:1]1([CH2:4][CH2:5][C:6]([OH:8])=O)[CH2:3][CH2:2]1.C(N(C(C)C)C(C)C)C.F[P-](F)(F)(F)(F)F.N1(O[P+](N(C)C)(N(C)C)N(C)C)C2C=CC=CC=2N=N1.[CH2:45]([O:47][C:48]([C:50]1([CH2:56][CH2:57][O:58][CH3:59])[CH2:55][CH2:54][NH:53][CH2:52][CH2:51]1)=[O:49])[CH3:46], predict the reaction product. The product is: [CH2:45]([O:47][C:48]([C:50]1([CH2:56][CH2:57][O:58][CH3:59])[CH2:51][CH2:52][N:53]([C:6](=[O:8])[CH2:5][CH2:4][CH:1]2[CH2:2][CH2:3]2)[CH2:54][CH2:55]1)=[O:49])[CH3:46]. (5) Given the reactants [CH2:1](S)[C@@H:2](O)[C@H:3]([OH:6])[CH2:4]S.[C:9](SCCNC(=O)CCNC(=O)[C@H](O)C(C)(C)COP(O)(=O)OP(O)(=O)O[CH2:9][C@H:10]1O[C@@H:13](N2C3N=CN=C(N)C=3N=C2)[C@H:12](O)[C@@H:11]1OP(O)(O)=O)(=O)[CH2:10][CH2:11][CH2:12][CH2:13]C.[Mg+2].[Cl-].[Cl-].P(OC[C@H]1O[C@@H](N2C3N=CN=C(N)C=3N=C2)[C@H](O)[C@@H]1O)(OP(OP(O)(O)=O)(O)=O)(=O)O.[C@@H]1(N2C3N=CN=C(N)C=3N=C2)O[C@H](COP(OP(OCC([C@H](C(NCCC(NCCS)=O)=O)O)(C)C)(O)=O)(O)=O)[C@@H](OP(O)(O)=O)[C@H]1O.[C:146]([O-:152])(=[O:151])[CH2:147][C:148]([O-:150])=O.[Na+].[Na+].C(SCCNC(=O)CCNC(=O)[C@H](O)C(C)(C)COP(O)(=O)OP(O)(=O)OC[C@H]1O[C@@H](N2C3N=CN=C(N)C=3N=C2)[C@H](O)[C@@H]1OP(O)(O)=O)(=O)CC(O)=O, predict the reaction product. The product is: [CH3:9][CH2:10][CH2:11][CH2:12][CH2:13][C:1]1[C:147]([C:146]([OH:152])=[O:151])=[C:148]([OH:150])[CH:4]=[C:3]([OH:6])[CH:2]=1. (6) Given the reactants [CH3:1][O:2][C:3](=[O:36])[NH:4][CH:5]([C:9]([N:11]1[CH2:15][CH2:14][CH2:13][CH:12]1[C:16]1[NH:17][C:18]([C:21]2[CH:26]=[CH:25][C:24]([B:27]3[O:31][C:30]([CH3:33])([CH3:32])[C:29]([CH3:35])([CH3:34])[O:28]3)=[CH:23][CH:22]=2)=[CH:19][N:20]=1)=[O:10])[CH:6]([CH3:8])[CH3:7].[C:37](OC(N1C(C(O)=O)C2CC1CC2)=O)(C)(C)[CH3:38], predict the reaction product. The product is: [CH3:1][O:2][C:3](=[O:36])[NH:4][CH:5]([C:9]([N:11]1[CH:12]([C:16]2[NH:17][C:18]([C:21]3[CH:22]=[CH:23][C:24]([B:27]4[O:28][C:29]([CH3:34])([CH3:35])[C:30]([CH3:33])([CH3:32])[O:31]4)=[CH:25][CH:26]=3)=[CH:19][N:20]=2)[CH:13]2[CH2:14][CH:15]1[CH2:37][CH2:38]2)=[O:10])[CH:6]([CH3:8])[CH3:7]. (7) Given the reactants [CH3:1][C:2]1[CH:3]=[C:4](B(O)O)[CH:5]=[C:6]([CH3:8])[CH:7]=1.C(=O)([O-])[O-].[Cs+].[Cs+].P(C(C)(C)C)(C(C)(C)C)C(C)(C)C.Br[C:32]1[C:40]([CH3:41])=[CH:39][CH:38]=[C:37]2[C:33]=1[CH:34]=[C:35]([CH3:42])[CH2:36]2, predict the reaction product. The product is: [CH3:42][C:35]1[CH2:36][C:37]2[C:33]([CH:34]=1)=[C:32]([C:4]1[CH:5]=[C:6]([CH3:8])[CH:7]=[C:2]([CH3:1])[CH:3]=1)[C:40]([CH3:41])=[CH:39][CH:38]=2. (8) Given the reactants [CH2:1]1[CH:6]2[CH2:7][C:8]3([NH2:11])[CH2:10][CH:4]([CH2:5]2)[CH2:3][CH:2]1[CH2:9]3.Cl[CH2:13][C:14]1[O:18][N:17]=[C:16]([C:19]2[CH:20]=[N:21][CH:22]=[CH:23][CH:24]=2)[N:15]=1, predict the reaction product. The product is: [N:21]1[CH:22]=[CH:23][CH:24]=[C:19]([C:16]2[N:15]=[C:14]([CH2:13][NH:11][C:8]34[CH2:10][CH:4]5[CH2:5][CH:6]([CH2:1][CH:2]([CH2:3]5)[CH2:9]3)[CH2:7]4)[O:18][N:17]=2)[CH:20]=1. (9) Given the reactants [Cl-].O[NH3+:3].[C:4](=[O:7])([O-])[OH:5].[Na+].CS(C)=O.[C:13]12([CH:23]([O:52][Si](C(C)(C)C)(C)C)[CH2:24][N:25]3[C:30](=[O:31])[C:29]([CH2:32][C:33]4[CH:38]=[CH:37][C:36]([C:39]5[C:40]([C:45]#[N:46])=[CH:41][CH:42]=[CH:43][CH:44]=5)=[CH:35][CH:34]=4)=[C:28]([CH2:47][CH2:48][CH2:49][CH3:50])[N:27]=[C:26]3[CH3:51])[CH2:22][CH:17]3[CH2:18][CH:19]([CH2:21][CH:15]([CH2:16]3)[CH2:14]1)[CH2:20]2, predict the reaction product. The product is: [C:13]12([CH:23]([OH:52])[CH2:24][N:25]3[C:30](=[O:31])[C:29]([CH2:32][C:33]4[CH:34]=[CH:35][C:36]([C:39]5[CH:44]=[CH:43][CH:42]=[CH:41][C:40]=5[C:45]5[NH:3][C:4](=[O:7])[O:5][N:46]=5)=[CH:37][CH:38]=4)=[C:28]([CH2:47][CH2:48][CH2:49][CH3:50])[N:27]=[C:26]3[CH3:51])[CH2:20][CH:19]3[CH2:21][CH:15]([CH2:16][CH:17]([CH2:18]3)[CH2:22]1)[CH2:14]2.